Task: Predict which catalyst facilitates the given reaction.. Dataset: Catalyst prediction with 721,799 reactions and 888 catalyst types from USPTO Reactant: [NH:1]1[CH2:6][CH2:5][CH:4]([CH2:7][C:8]([O:10][CH2:11][CH3:12])=[O:9])[CH2:3][CH2:2]1.[C:13]1(=O)[CH2:16][CH2:15][CH2:14]1.C(O)(=O)C.C(O[BH-](OC(=O)C)OC(=O)C)(=O)C.[Na+]. Product: [CH:13]1([N:1]2[CH2:6][CH2:5][CH:4]([CH2:7][C:8]([O:10][CH2:11][CH3:12])=[O:9])[CH2:3][CH2:2]2)[CH2:16][CH2:15][CH2:14]1. The catalyst class is: 4.